From a dataset of Full USPTO retrosynthesis dataset with 1.9M reactions from patents (1976-2016). Predict the reactants needed to synthesize the given product. (1) Given the product [Br:17][C:18]1[CH:23]=[CH:22][C:21]([S:24]([NH:1][C:2]2[CH:6]=[CH:5][S:4][C:3]=2[C:7]([O:9][CH3:10])=[O:8])(=[O:26])=[O:25])=[CH:20][CH:19]=1, predict the reactants needed to synthesize it. The reactants are: [NH2:1][C:2]1[CH:6]=[CH:5][S:4][C:3]=1[C:7]([O:9][CH3:10])=[O:8].N1C=CC=CC=1.[Br:17][C:18]1[CH:23]=[CH:22][C:21]([S:24](Cl)(=[O:26])=[O:25])=[CH:20][CH:19]=1.[OH-].[Na+]. (2) Given the product [N:31]1[CH:36]=[CH:35][C:34]([C:37]2[C:38]([C:47]3[CH:48]=[CH:49][C:50]([O:53][CH2:63][C:55]4[N:54]=[C:58]5[CH:59]=[CH:60][CH:61]=[CH:62][N:57]5[N:56]=4)=[CH:51][CH:52]=3)=[N:39][N:40]([CH2:42][C:43]([F:45])([F:46])[F:44])[CH:41]=2)=[CH:33][CH:32]=1, predict the reactants needed to synthesize it. The reactants are: CN1C2C=CC=CC=2N=C1COC1C=CC(C2N(C)N=CC=2C2C=CN=CC=2)=CC=1.[N:31]1[CH:36]=[CH:35][C:34]([C:37]2[C:38]([C:47]3[CH:52]=[CH:51][C:50]([OH:53])=[CH:49][CH:48]=3)=[N:39][N:40]([CH2:42][C:43]([F:46])([F:45])[F:44])[CH:41]=2)=[CH:33][CH:32]=1.[N:54]1[C:55]([CH2:63]O)=[N:56][N:57]2[CH:62]=[CH:61][CH:60]=[CH:59][C:58]=12. (3) Given the product [C:1]([O:5][C:6]([N:8]1[CH2:13][CH2:12][CH:11]([O:14][C:15]2[N:16]=[N:17][C:18]([CH2:35][CH2:36][CH2:37][CH3:38])=[C:19]([C:21]3[CH:26]=[CH:25][C:24]([O:27][CH:28]4[CH2:33][CH2:32][CH2:31][CH2:30][CH2:29]4)=[C:23]([C:44](=[O:46])[CH3:45])[CH:22]=3)[CH:20]=2)[CH2:10][CH2:9]1)=[O:7])([CH3:4])([CH3:3])[CH3:2], predict the reactants needed to synthesize it. The reactants are: [C:1]([O:5][C:6]([N:8]1[CH2:13][CH2:12][CH:11]([O:14][C:15]2[N:16]=[N:17][C:18]([CH2:35][CH2:36][CH2:37][CH3:38])=[C:19]([C:21]3[CH:26]=[CH:25][C:24]([O:27][CH:28]4[CH2:33][CH2:32][CH2:31][CH2:30][CH2:29]4)=[C:23](Br)[CH:22]=3)[CH:20]=2)[CH2:10][CH2:9]1)=[O:7])([CH3:4])([CH3:3])[CH3:2].C([Sn](CCCC)(CCCC)[C:44]([O:46]CC)=[CH2:45])CCC.[F-].[K+]. (4) Given the product [CH3:47][C:48]([CH3:54])([CH3:53])[CH2:49][C:50]([NH:46][C:42]1[CH:43]=[CH:44][CH:45]=[C:40]([C:9]2[C:10]3[C:15](=[CH:14][CH:13]=[C:12]([C:16]4[N:20]=[CH:19][N:18]([C:21]([C:28]5[CH:33]=[CH:32][CH:31]=[CH:30][CH:29]=5)([C:22]5[CH:27]=[CH:26][CH:25]=[CH:24][CH:23]=5)[C:34]5[CH:35]=[CH:36][CH:37]=[CH:38][CH:39]=5)[N:17]=4)[CH:11]=3)[N:7]([CH:2]3[CH2:3][CH2:4][CH2:5][CH2:6][O:1]3)[N:8]=2)[CH:41]=1)=[O:51], predict the reactants needed to synthesize it. The reactants are: [O:1]1[CH2:6][CH2:5][CH2:4][CH2:3][CH:2]1[N:7]1[C:15]2[C:10](=[CH:11][C:12]([C:16]3[N:20]=[CH:19][N:18]([C:21]([C:34]4[CH:39]=[CH:38][CH:37]=[CH:36][CH:35]=4)([C:28]4[CH:33]=[CH:32][CH:31]=[CH:30][CH:29]=4)[C:22]4[CH:27]=[CH:26][CH:25]=[CH:24][CH:23]=4)[N:17]=3)=[CH:13][CH:14]=2)[C:9]([C:40]2[CH:41]=[C:42]([NH2:46])[CH:43]=[CH:44][CH:45]=2)=[N:8]1.[CH3:47][C:48]([CH3:54])([CH3:53])[CH2:49][C:50](Cl)=[O:51].C(N(CC)CC)C. (5) Given the product [ClH:25].[CH2:23]([CH:11]([S:10][C:4]1[C:3]([C:1]#[N:2])=[CH:8][CH:7]=[C:6]([CH3:9])[N:5]=1)[CH2:12][CH2:13][NH:14][CH3:15])[CH3:24], predict the reactants needed to synthesize it. The reactants are: [C:1]([C:3]1[C:4]([S:10][CH:11]([CH2:23][CH3:24])[CH2:12][CH2:13][N:14](C)[C:15](=O)OC(C)(C)C)=[N:5][C:6]([CH3:9])=[CH:7][CH:8]=1)#[N:2].[ClH:25].